Task: Predict the reactants needed to synthesize the given product.. Dataset: Full USPTO retrosynthesis dataset with 1.9M reactions from patents (1976-2016) (1) Given the product [Cl:1][C:2]1[CH:7]=[CH:6][CH:5]=[CH:4][C:3]=1[C:8]1[C:9]([CH2:19][NH2:20])=[N:10][C:11]2[C:16]([N:17]=1)=[C:15]([I:18])[CH:14]=[CH:13][CH:12]=2, predict the reactants needed to synthesize it. The reactants are: [Cl:1][C:2]1[CH:7]=[CH:6][CH:5]=[CH:4][C:3]=1[C:8]1[C:9]([CH2:19][N:20]2C(=O)C3C(=CC=CC=3)C2=O)=[N:10][C:11]2[C:16]([N:17]=1)=[C:15]([I:18])[CH:14]=[CH:13][CH:12]=2.C(O)C.NN. (2) Given the product [Cl:1][C:2]1[CH:3]=[C:4]([C:9]2[CH:10]=[C:11]([C@@:15]3([CH2:32][CH3:34])[NH:16][C:17](=[NH:23])[N:18]([CH3:22])[C:19](=[O:21])[CH2:20]3)[CH:12]=[CH:13][CH:14]=2)[C:5]([OH:8])=[CH:6][CH:7]=1, predict the reactants needed to synthesize it. The reactants are: [Cl:1][C:2]1[CH:3]=[C:4]([C:9]2[CH:10]=[C:11]([C@:15]3(C)[CH2:20][C:19](=[O:21])[N:18]([CH3:22])[C:17](=[N:23]C(=O)OC(C)(C)C)[NH:16]3)[CH:12]=[CH:13][CH:14]=2)[C:5]([OH:8])=[CH:6][CH:7]=1.[C:32](O)([C:34](F)(F)F)=O.C(Cl)Cl. (3) Given the product [C:38]([N:41]1[C:48]2[CH:49]=[CH:50][CH:51]=[CH:52][C:47]=2[CH:46]=[CH:45][C:56]2[CH:55]=[C:54]([C:58]3[CH:59]=[N:60][C:61]([O:64][CH3:65])=[CH:62][CH:63]=3)[N:53]=[CH:44][C:43]=2[CH2:42]1)(=[O:40])[CH3:39], predict the reactants needed to synthesize it. The reactants are: ClC1N=CC2CN(C(=O)C)C3C=CC=CC=3C=CC=2C=1.COC1C=CC(B2OC(C)(C)C(C)(C)O2)=CN=1.[C:38]([N:41]1[C:48]2[CH:49]=[CH:50][CH:51]=[CH:52][C:47]=2[CH:46]=[CH:45][C:44]2[N:53]=[C:54]([C:58]3[CH:59]=[N:60][C:61]([O:64][CH3:65])=[CH:62][CH:63]=3)[C:55](F)=[CH:56][C:43]=2[CH2:42]1)(=[O:40])[CH3:39]. (4) Given the product [CH3:12][O:13][C:14]1[CH:19]=[CH:18][CH:17]=[CH:16][C:15]=1[N:20]1[CH2:25][CH2:24][N:23]([CH2:2][C:3]2[S:4][C:5]3[C:10]([N:11]=2)=[CH:9][CH:8]=[CH:7][N:6]=3)[CH2:22][CH2:21]1, predict the reactants needed to synthesize it. The reactants are: Cl[CH2:2][C:3]1[S:4][C:5]2[C:10]([N:11]=1)=[CH:9][CH:8]=[CH:7][N:6]=2.[CH3:12][O:13][C:14]1[CH:19]=[CH:18][CH:17]=[CH:16][C:15]=1[N:20]1[CH2:25][CH2:24][NH:23][CH2:22][CH2:21]1.CCN(C(C)C)C(C)C.